Dataset: Forward reaction prediction with 1.9M reactions from USPTO patents (1976-2016). Task: Predict the product of the given reaction. (1) Given the reactants Br[C:2]1[C:3]2[CH:15]=[CH:14][CH:13]=[CH:12][C:4]=2[S:5][C:6]=1[CH2:7][CH2:8][N:9]([CH3:11])[CH3:10].CN(CCN(C)C)C.[Li]CCCC.[N:29]1[CH:34]=[CH:33][CH:32]=[CH:31][C:30]=1[CH:35]=[O:36], predict the reaction product. The product is: [CH3:10][N:9]([CH3:11])[CH2:8][CH2:7][C:6]1[S:5][C:4]2[CH:12]=[CH:13][CH:14]=[CH:15][C:3]=2[C:2]=1[CH:35]([C:30]1[CH:31]=[CH:32][CH:33]=[CH:34][N:29]=1)[OH:36]. (2) Given the reactants CS(O[CH2:6][CH2:7][C:8]1[CH:9]=[CH:10][CH:11]=[C:12]2[C:16]=1[NH:15][CH:14]=[CH:13]2)(=O)=O.[CH2:17]([CH2:19][NH2:20])[OH:18], predict the reaction product. The product is: [OH:18][CH2:17][CH2:19][NH:20][CH2:6][CH2:7][C:8]1[CH:9]=[CH:10][CH:11]=[C:12]2[C:16]=1[NH:15][CH:14]=[CH:13]2.